Task: Predict the reaction yield, written as a fraction of the theoretical maximum amount of product (1.0 means a 100% yield; for example, 0.34 means a 34% yield).. Dataset: Reaction yield outcomes from USPTO patents with 853,638 reactions (1) The reactants are [C:1]([NH:8][C@:9]1([C:14]([OH:16])=[O:15])[CH2:11][C@H:10]1[CH:12]=[CH2:13])([O:3][C:4]([CH3:7])([CH3:6])[CH3:5])=[O:2].[N+](=C)=[N-].[C:20](OCC)(=O)[CH3:21].[CH3:26]CCCCC. The catalyst is C(OCC)C.C([O-])(=O)C.[Pd+2].C([O-])(=O)C. The product is [CH2:20]([O:15][C:14]([C@@:9]1([NH:8][C:1]([O:3][C:4]([CH3:7])([CH3:6])[CH3:5])=[O:2])[CH2:11][C@H:10]1[CH:12]1[CH2:26][CH2:13]1)=[O:16])[CH3:21]. The yield is 0.780. (2) The yield is 0.866. The product is [N:12]1[C:13]2[C:8](=[CH:7][C:6]([C:4](=[O:5])[CH3:17])=[CH:15][CH:14]=2)[CH:9]=[CH:10][CH:11]=1. The catalyst is C[Mg]Br. The reactants are CON(C)[C:4]([C:6]1[CH:7]=[C:8]2[C:13](=[CH:14][CH:15]=1)[N:12]=[CH:11][CH:10]=[CH:9]2)=[O:5].[CH2:17]1COCC1.C[Mg+].[Br-].Cl. (3) The product is [CH3:37][O:38][C:39](=[O:58])[CH2:40][C:41]1[CH:46]=[CH:45][C:44]([O:47][CH2:48][C:49]2[CH:54]=[CH:53][CH:52]=[CH:51][C:50]=2[I:55])=[C:43]([CH:56]=[CH:16][CH2:15][CH2:14][N:13]([CH3:36])[CH3:12])[CH:42]=1. The yield is 0.830. The catalyst is C1(C)C=CC=CC=1. The reactants are C[Si]([N-][Si](C)(C)C)(C)C.[Li+].[I-].[CH3:12][N:13]([CH3:36])[CH2:14][CH2:15][CH2:16][P+](C1C=CC=CC=1)(C1C=CC=CC=1)C1C=CC=CC=1.[CH3:37][O:38][C:39](=[O:58])[CH2:40][C:41]1[CH:46]=[CH:45][C:44]([O:47][CH2:48][C:49]2[CH:54]=[CH:53][CH:52]=[CH:51][C:50]=2[I:55])=[C:43]([CH:56]=O)[CH:42]=1.Cl. (4) The reactants are [CH:1]1[C:6]([OH:7])=[CH:5][CH:4]=[C:3]([CH3:8])[CH:2]=1.C([O-])([O-])=O.[Cs+].[Cs+].Br[CH2:16][C:17]([O:19][CH3:20])=[O:18]. The catalyst is CN(C=O)C. The product is [C:3]1([CH3:8])[CH:4]=[CH:5][C:6]([O:7][CH2:16][C:17]([O:19][CH3:20])=[O:18])=[CH:1][CH:2]=1. The yield is 0.900.